From a dataset of hERG Central: cardiac toxicity at 1µM, 10µM, and general inhibition. Predict hERG channel inhibition at various concentrations. (1) The molecule is CCOc1ccc(CN(C)C(C)C(=O)NCCc2ccc(F)cc2)cc1. Results: hERG_inhib (hERG inhibition (general)): blocker. (2) The compound is Cc1cccn2c(=O)c3cc(C(=O)NCC4CCCO4)c(=N)n(CC4CCCO4)c3nc12. Results: hERG_inhib (hERG inhibition (general)): blocker. (3) The molecule is COCCN(Cc1cc2cc3c(cc2nc1Cl)OCO3)C(=O)c1ccc(C)cc1. Results: hERG_inhib (hERG inhibition (general)): blocker. (4) The molecule is CCOc1ccc(S(=O)(=O)N(CC(=O)NCc2cccnc2)c2ccc(F)cc2)cc1. Results: hERG_inhib (hERG inhibition (general)): blocker.